Predict which catalyst facilitates the given reaction. From a dataset of Catalyst prediction with 721,799 reactions and 888 catalyst types from USPTO. (1) Reactant: [F:1][C:2]([F:21])([F:20])[O:3][C:4]1[CH:5]=[C:6]([CH:17]=[CH:18][CH:19]=1)[O:7][CH2:8][C:9]1[O:13][N:12]=[C:11]([C:14]([OH:16])=O)[CH:10]=1.C(N(CC)CC)C.Cl.C(N=C=NCCCN(C)C)C.ON1C2C=CC=CC=2N=N1.[O:51]1[CH2:55][CH2:54][CH:53]([CH2:56][NH2:57])[CH2:52]1. Product: [O:51]1[CH2:55][CH2:54][CH:53]([CH2:56][NH:57][C:14]([C:11]2[CH:10]=[C:9]([CH2:8][O:7][C:6]3[CH:17]=[CH:18][CH:19]=[C:4]([O:3][C:2]([F:1])([F:21])[F:20])[CH:5]=3)[O:13][N:12]=2)=[O:16])[CH2:52]1. The catalyst class is: 408. (2) Reactant: [CH3:1][O:2][C:3](=[O:23])[CH:4]([N:16]1[C:20]([CH3:21])=[CH:19][CH:18]=[C:17]1[CH3:22])[CH2:5][C:6]1[CH:11]=[CH:10][C:9]([O:12][C:13](=[O:15])[CH3:14])=[CH:8][CH:7]=1.[F:24][C:25]([F:36])([F:35])[C:26](O[C:26](=[O:27])[C:25]([F:36])([F:35])[F:24])=[O:27].FC(F)(F)S(O)(=O)=O.[Cl-].[NH4+]. Product: [CH3:1][O:2][C:3](=[O:23])[C@@H:4]([N:16]1[C:17]([CH3:22])=[CH:18][C:19]([C:26](=[O:27])[C:25]([F:36])([F:35])[F:24])=[C:20]1[CH3:21])[CH2:5][C:6]1[CH:7]=[CH:8][C:9]([O:12][C:13](=[O:15])[CH3:14])=[CH:10][CH:11]=1. The catalyst class is: 2. (3) Reactant: [C:1]([C:3]1[CH:8]=[CH:7][C:6]([C:9]2[O:13][CH:12]=[N:11][C:10]=2[C:14](OCC)=[O:15])=[CH:5][CH:4]=1)#[N:2].CC(C[AlH]CC(C)C)C. Product: [CH:14]([C:10]1[N:11]=[CH:12][O:13][C:9]=1[C:6]1[CH:7]=[CH:8][C:3]([C:1]#[N:2])=[CH:4][CH:5]=1)=[O:15]. The catalyst class is: 182. (4) Reactant: [F:1][C:2]([F:41])([F:40])[C:3]1[CH:4]=[C:5]([C@@H:13]([NH2:39])[C@@H:14]([NH:16][CH2:17][C:18]2[CH:23]=[C:22]([C:24]([F:27])([F:26])[F:25])[CH:21]=[CH:20][C:19]=2[C:28]2[CH:33]=[C:32]([CH:34]([CH3:36])[CH3:35])[CH:31]=[CH:30][C:29]=2[O:37][CH3:38])[CH3:15])[CH:6]=[C:7]([C:9]([F:12])([F:11])[F:10])[CH:8]=1.CCN(C(C)C)C(C)C.Cl[C:52](Cl)([O:54]C(=O)OC(Cl)(Cl)Cl)Cl. Product: [F:1][C:2]([F:40])([F:41])[C:3]1[CH:4]=[C:5]([C@@H:13]2[C@H:14]([CH3:15])[N:16]([CH2:17][C:18]3[CH:23]=[C:22]([C:24]([F:25])([F:26])[F:27])[CH:21]=[CH:20][C:19]=3[C:28]3[CH:33]=[C:32]([CH:34]([CH3:35])[CH3:36])[CH:31]=[CH:30][C:29]=3[O:37][CH3:38])[C:52](=[O:54])[NH:39]2)[CH:6]=[C:7]([C:9]([F:11])([F:10])[F:12])[CH:8]=1. The catalyst class is: 91. (5) Reactant: [CH2:1]([O:3][C:4](=[O:23])[CH2:5][C:6]1[CH:11]=[CH:10][C:9]([NH:12][C:13]2[C:18]([N+:19]([O-])=O)=[C:17]([Cl:22])[N:16]=[CH:15][N:14]=2)=[CH:8][CH:7]=1)[CH3:2]. Product: [CH2:1]([O:3][C:4](=[O:23])[CH2:5][C:6]1[CH:7]=[CH:8][C:9]([NH:12][C:13]2[C:18]([NH2:19])=[C:17]([Cl:22])[N:16]=[CH:15][N:14]=2)=[CH:10][CH:11]=1)[CH3:2]. The catalyst class is: 446.